From a dataset of Forward reaction prediction with 1.9M reactions from USPTO patents (1976-2016). Predict the product of the given reaction. (1) The product is: [CH:1]1([CH2:4][N:5]2[C:13]3[CH:12]=[CH:11][CH:10]=[C:9]([C:14]([NH:19][NH2:20])=[O:16])[C:8]=3[CH:7]=[CH:6]2)[CH2:3][CH2:2]1. Given the reactants [CH:1]1([CH2:4][N:5]2[C:13]3[CH:12]=[CH:11][CH:10]=[C:9]([C:14]([O:16]C)=O)[C:8]=3[CH:7]=[CH:6]2)[CH2:3][CH2:2]1.O.[NH2:19][NH2:20].O, predict the reaction product. (2) Given the reactants [Cl:1][C:2]1[CH:7]=[CH:6][N:5]=[C:4]([NH2:8])[C:3]=1I.C[O:11][C:12](=O)[C:13]1[CH:18]=[C:17]([O:19][CH2:20][CH2:21][CH2:22][N:23]2[CH2:28][CH2:27][O:26][CH2:25][CH2:24]2)[CH:16]=[CH:15][C:14]=1B1OC(C)(C)C(C)(C)O1, predict the reaction product. The product is: [Cl:1][C:2]1[CH:7]=[CH:6][N:5]=[C:4]2[C:3]=1[C:14]1[CH:15]=[CH:16][C:17]([O:19][CH2:20][CH2:21][CH2:22][N:23]3[CH2:24][CH2:25][O:26][CH2:27][CH2:28]3)=[CH:18][C:13]=1[C:12](=[O:11])[NH:8]2. (3) Given the reactants CN(C)CCC[O:6][C:7]([C:9]1[S:18][C:17]2[C:16]3[CH:19]=[CH:20][C:21]([O:23][CH2:24]CCN(C)C)=[CH:22][C:15]=3[O:14][C:13]3[CH:30]=[CH:31][CH:32]=[CH:33][C:12]=3[C:11]=2[CH:10]=1)=[O:8].[OH-].[Na+], predict the reaction product. The product is: [CH3:24][O:23][C:21]1[CH:20]=[CH:19][C:16]2[C:17]3[S:18][C:9]([C:7]([OH:8])=[O:6])=[CH:10][C:11]=3[C:12]3[CH:33]=[CH:32][CH:31]=[CH:30][C:13]=3[O:14][C:15]=2[CH:22]=1. (4) Given the reactants C([O:3][C:4]([C:6]1[C:15](=[O:16])[C:14]2[C:9](=[CH:10][C:11]([CH2:19][C:20]3[CH:25]=[CH:24][CH:23]=[C:22]([Cl:26])[C:21]=3[F:27])=[C:12]([O:17][CH3:18])[N:13]=2)[N:8]([C@H:28]([C:32](C)(C)[O:33][SiH2]C(C)(C)C)[CH:29]([CH3:31])[CH3:30])[CH:7]=1)=[O:5])C.C[O-].[Na+], predict the reaction product. The product is: [Cl:26][C:22]1[C:21]([F:27])=[C:20]([CH:25]=[CH:24][CH:23]=1)[CH2:19][C:11]1[CH:10]=[C:9]2[C:14]([C:15](=[O:16])[C:6]([C:4]([OH:5])=[O:3])=[CH:7][N:8]2[C@H:28]([CH2:32][OH:33])[CH:29]([CH3:31])[CH3:30])=[N:13][C:12]=1[O:17][CH3:18]. (5) The product is: [CH3:12][O:11][C:8]1[CH:9]=[CH:10][C:5]([C:4]([OH:21])=[O:3])=[CH:6][C:7]=1[O:13][CH2:14][CH2:15][CH2:16][C:17]([F:18])([F:20])[F:19]. Given the reactants C([O:3][C:4](=[O:21])[C:5]1[CH:10]=[CH:9][C:8]([O:11][CH3:12])=[C:7]([O:13][CH2:14][CH2:15][CH2:16][C:17]([F:20])([F:19])[F:18])[CH:6]=1)C.[OH-].[Na+].Cl, predict the reaction product. (6) Given the reactants [CH3:1][C:2]([S:5]([NH:7][C@@H:8]([C:11]1[CH:16]=[CH:15][C:14]([O:17][CH2:18][C:19]([F:22])([F:21])[F:20])=[CH:13][N:12]=1)[C:9]#[CH:10])=[O:6])([CH3:4])[CH3:3].[N:23]([C:26]([CH3:31])([CH3:30])[C:27]([OH:29])=[O:28])=[N+:24]=[N-:25].O=C1O[C@H]([C@H](CO)O)C([O-])=C1O.[Na+], predict the reaction product. The product is: [C:2]([S:5]([NH:7][C@H:8]([C:11]1[CH:16]=[CH:15][C:14]([O:17][CH2:18][C:19]([F:22])([F:20])[F:21])=[CH:13][N:12]=1)[C:9]1[N:25]=[N:24][N:23]([C:26]([CH3:31])([CH3:30])[C:27]([OH:29])=[O:28])[CH:10]=1)=[O:6])([CH3:1])([CH3:3])[CH3:4].